Dataset: Full USPTO retrosynthesis dataset with 1.9M reactions from patents (1976-2016). Task: Predict the reactants needed to synthesize the given product. (1) Given the product [ClH:38].[CH2:1]([N:8]1[C:12]2([CH2:17][CH2:16][N:15]([C:18](=[O:24])[CH:19]([CH2:20][CH3:21])[CH2:22][CH3:23])[CH2:14][CH2:13]2)[NH:11][C@@H:10]([CH2:25][C:26]2[CH:27]=[CH:28][CH:29]=[CH:30][CH:31]=2)[C:9]1=[O:32])[C:2]1[CH:3]=[CH:4][CH:5]=[CH:6][CH:7]=1, predict the reactants needed to synthesize it. The reactants are: [CH2:1]([N:8]1[C:12]2([CH2:17][CH2:16][N:15]([C:18](=[O:24])[CH:19]([CH2:22][CH3:23])[CH2:20][CH3:21])[CH2:14][CH2:13]2)[NH:11][C@@H:10]([CH2:25][C:26]2[CH:31]=[CH:30][CH:29]=[CH:28][CH:27]=2)[C:9]1=[O:32])[C:2]1[CH:7]=[CH:6][CH:5]=[CH:4][CH:3]=1.O.C[Si]([Cl:38])(C)C.CCCCCC. (2) Given the product [Cl:14][C:15]1[CH:20]=[C:19]([CH:25]=[O:26])[C:18]([SH:21])=[CH:17][CH:16]=1, predict the reactants needed to synthesize it. The reactants are: CN(C)CCN(C)C.[Li]CCCC.[Cl:14][C:15]1[CH:20]=[CH:19][C:18]([SH:21])=[CH:17][CH:16]=1.CN([CH:25]=[O:26])C.Cl. (3) Given the product [CH2:1]=[CH:2][C:3]1[CH:8]=[CH:7][CH:6]=[CH:5][CH:4]=1.[CH2:9]=[CH:10][CH:11]=[CH2:12].[CH2:19]=[CH:18][C:22]1[CH:27]=[CH:26][CH:25]=[CH:24][CH:23]=1, predict the reactants needed to synthesize it. The reactants are: [CH2:1]=[CH:2][C:3]1[CH:8]=[CH:7][CH:6]=[CH:5][CH:4]=1.[CH2:9]([Li])[CH2:10][CH2:11][CH3:12].C=CC=C.[C:18]([C:22]1[CH:27]=[C:26](C)[CH:25]=[C:24](C(C)(C)C)[C:23]=1O)(C)(C)[CH3:19]. (4) Given the product [CH3:59][N:60]([CH3:64])[CH2:61][CH2:62][NH:63][C:56]([C:51]1[C:50]([C:46]2[CH:47]=[CH:48][CH:49]=[C:44]([CH2:43][S:42][CH2:41][CH2:40][O:33][C:34]3[CH:35]=[CH:36][CH:37]=[CH:38][CH:39]=3)[CH:45]=2)=[CH:55][CH:54]=[CH:53][CH:52]=1)=[O:58], predict the reactants needed to synthesize it. The reactants are: CN(C)CCCNC(C1C=C(C2C=CC(CSCCOC3C=CC=CC=3)=CC=2)C=CC=1)=O.[O:33]([CH2:40][CH2:41][S:42][CH2:43][C:44]1[CH:45]=[C:46]([C:50]2[C:51]([C:56]([OH:58])=O)=[CH:52][CH:53]=[CH:54][CH:55]=2)[CH:47]=[CH:48][CH:49]=1)[C:34]1[CH:39]=[CH:38][CH:37]=[CH:36][CH:35]=1.[CH3:59][N:60]([CH3:64])[CH2:61][CH2:62][NH2:63].